This data is from Full USPTO retrosynthesis dataset with 1.9M reactions from patents (1976-2016). The task is: Predict the reactants needed to synthesize the given product. (1) Given the product [CH2:24]([O:26][C:27](=[O:36])[CH2:28][S:29][C:30]1[S:34][C:33]([NH:35][C:9](=[O:11])[C:8]2[CH:12]=[C:13]([O:15][C@@H:16]([CH3:20])[CH2:17][O:18][CH3:19])[CH:14]=[C:6]([O:5][C:4]3[CH:21]=[CH:22][CH:23]=[C:2]([F:1])[CH:3]=3)[CH:7]=2)=[N:32][CH:31]=1)[CH3:25], predict the reactants needed to synthesize it. The reactants are: [F:1][C:2]1[CH:3]=[C:4]([CH:21]=[CH:22][CH:23]=1)[O:5][C:6]1[CH:7]=[C:8]([CH:12]=[C:13]([O:15][C@@H:16]([CH3:20])[CH2:17][O:18][CH3:19])[CH:14]=1)[C:9]([OH:11])=O.[CH2:24]([O:26][C:27](=[O:36])[CH2:28][S:29][C:30]1[S:34][C:33]([NH2:35])=[N:32][CH:31]=1)[CH3:25]. (2) Given the product [F:1][C:2]1[CH:3]=[CH:4][C:5]([C:8]2[C:17]3[C:12](=[CH:13][C:14]([CH2:18][N:19]4[CH:23]=[C:22]([C@:24]([OH:31])([C:27]([F:28])([F:30])[F:29])[CH2:25][CH3:26])[N:21]=[N:20]4)=[CH:15][CH:16]=3)[N:11]=[C:10](/[C:32](=[N:36]\[OH:37])/[CH3:33])[CH:9]=2)=[CH:6][CH:7]=1, predict the reactants needed to synthesize it. The reactants are: [F:1][C:2]1[CH:7]=[CH:6][C:5]([C:8]2[C:17]3[C:12](=[CH:13][C:14]([CH2:18][N:19]4[CH:23]=[C:22]([C@:24]([OH:31])([C:27]([F:30])([F:29])[F:28])[CH2:25][CH3:26])[N:21]=[N:20]4)=[CH:15][CH:16]=3)[N:11]=[C:10]([C:32](=O)[CH3:33])[CH:9]=2)=[CH:4][CH:3]=1.Cl.[NH2:36][OH:37]. (3) The reactants are: [NH2:1][C:2]1[CH:15]=[CH:14][C:5]2[C:6]([CH3:13])([CH3:12])[NH:7][C:8](=[O:11])[CH2:9][CH2:10][C:4]=2[CH:3]=1.Cl[C:17]1[N:22]=[C:21]([NH:23][C:24]2[C:28](C)=[CH:27][S:26][C:25]=2[C:30]([NH:32][CH3:33])=[O:31])[C:20]([Cl:34])=[CH:19][N:18]=1. Given the product [Cl:34][C:20]1[C:21]([NH:23][C:24]2[CH:28]=[CH:27][S:26][C:25]=2[C:30]([NH:32][CH3:33])=[O:31])=[N:22][C:17]([NH:1][C:2]2[CH:15]=[CH:14][C:5]3[C:6]([CH3:13])([CH3:12])[NH:7][C:8](=[O:11])[CH2:9][CH2:10][C:4]=3[CH:3]=2)=[N:18][CH:19]=1, predict the reactants needed to synthesize it. (4) Given the product [NH2:1][C:2]1[C:7]([C:8]#[N:9])=[C:6]([C:10]2[O:11][CH:12]=[CH:13][CH:14]=2)[C:5]([C:15]#[N:16])=[C:4]([O:22][CH2:20][CH3:21])[N:3]=1, predict the reactants needed to synthesize it. The reactants are: [NH2:1][C:2]1[C:7]([C:8]#[N:9])=[C:6]([C:10]2[O:11][CH:12]=[CH:13][CH:14]=2)[C:5]([C:15]#[N:16])=[C:4](S(C)=O)[N:3]=1.[CH2:20]([OH:22])[CH3:21].C1CCN2C(=NCCC2)CC1.